This data is from Forward reaction prediction with 1.9M reactions from USPTO patents (1976-2016). The task is: Predict the product of the given reaction. (1) Given the reactants [C:1](=[NH:14])([C:8]1[CH:13]=[CH:12][CH:11]=[CH:10][CH:9]=1)[C:2]1[CH:7]=[CH:6][CH:5]=[CH:4][CH:3]=1.[CH2:15]([O:22][C:23]1[C:24]([CH3:32])=[N:25][C:26](Br)=[C:27]([CH3:30])[C:28]=1[CH3:29])[C:16]1[CH:21]=[CH:20][CH:19]=[CH:18][CH:17]=1.CC([O-])(C)C.[Na+].C1(P(C2C=CC=CC=2)C2C=CC3C(=CC=CC=3)C=2C2C3C(=CC=CC=3)C=CC=2P(C2C=CC=CC=2)C2C=CC=CC=2)C=CC=CC=1, predict the reaction product. The product is: [CH2:15]([O:22][C:23]1[C:28]([CH3:29])=[C:27]([CH3:30])[C:26]([N:14]=[C:1]([C:8]2[CH:9]=[CH:10][CH:11]=[CH:12][CH:13]=2)[C:2]2[CH:7]=[CH:6][CH:5]=[CH:4][CH:3]=2)=[N:25][C:24]=1[CH3:32])[C:16]1[CH:21]=[CH:20][CH:19]=[CH:18][CH:17]=1. (2) Given the reactants [C:1]([C:4]1[CH:5]=[C:6]([C:10]2[C:11]([CH3:41])([CH3:40])[C@H:12]3[C@:25]([CH3:28])([CH2:26][CH:27]=2)[CH:24]2[C@:15]([CH3:39])([C@@:16]4([CH3:38])[C@H:21]([CH2:22][CH2:23]2)[C@H:20]2[C@H:29]([C:32]([CH3:34])=[CH2:33])[CH2:30][CH2:31][C@:19]2([C:35]([OH:37])=[O:36])[CH2:18][CH2:17]4)[CH2:14][CH2:13]3)[CH:7]=[CH:8][CH:9]=1)([OH:3])=[O:2], predict the reaction product. The product is: [C:1]([C:4]1[CH:5]=[C:6]([C@H:10]2[CH2:27][CH2:26][C@@:25]3([CH3:28])[C@@H:12]([CH2:13][CH2:14][C@:15]4([CH3:39])[CH:24]3[CH2:23][CH2:22][C@H:21]3[C@@:16]4([CH3:38])[CH2:17][CH2:18][C@@:19]4([C:35]([OH:37])=[O:36])[CH2:31][CH2:30][CH:29]([CH:32]([CH3:34])[CH3:33])[C@@H:20]43)[C:11]2([CH3:41])[CH3:40])[CH:7]=[CH:8][CH:9]=1)([OH:3])=[O:2]. (3) Given the reactants [CH3:1][S:2]([NH:5][C:6]1[CH:14]=[CH:13][CH:12]=[C:11]2[C:7]=1[CH:8]=[N:9][N:10]2[C:15]([C:22]1[CH:27]=[CH:26][C:25]([C:28]([F:31])([F:30])[F:29])=[CH:24][CH:23]=1)([CH2:20][CH3:21])[C:16](OC)=[O:17])(=[O:4])=[O:3].[H-].[Al+3].[Li+].[H-].[H-].[H-].Cl, predict the reaction product. The product is: [OH:17][CH2:16][C:15]([N:10]1[C:11]2[C:7](=[C:6]([NH:5][S:2]([CH3:1])(=[O:4])=[O:3])[CH:14]=[CH:13][CH:12]=2)[CH:8]=[N:9]1)([C:22]1[CH:27]=[CH:26][C:25]([C:28]([F:29])([F:30])[F:31])=[CH:24][CH:23]=1)[CH2:20][CH3:21]. (4) Given the reactants [S:1]1[C:9]2[C:4](=[N:5][CH:6]=[CH:7][C:8]=2[OH:10])[CH:3]=[CH:2]1.[I:11]N1C(=O)CCC1=O, predict the reaction product. The product is: [I:11][C:7]1[C:8]([OH:10])=[C:9]2[S:1][CH:2]=[CH:3][C:4]2=[N:5][CH:6]=1. (5) Given the reactants N[C:2]1[CH:3]=[C:4]([CH:7]=[CH:8][CH:9]=1)[C:5]#[N:6].C(OC([O:20][C:21]([CH3:24])([CH3:23])[CH3:22])=O)([O:20][C:21]([CH3:24])([CH3:23])[CH3:22])=O.[N:25]1[CH:30]=CC=CC=1.C(=O)=[O:32], predict the reaction product. The product is: [C:21]([O:20][NH:25][C:30]([C:2]1[CH:3]=[C:4]([CH:7]=[CH:8][CH:9]=1)[C:5]#[N:6])=[O:32])([CH3:22])([CH3:23])[CH3:24]. (6) The product is: [CH2:26]([C:30]1[CH:35]=[CH:34][C:33]([C:2]2[N:7]=[N:6][C:5]([CH2:8][N:9]3[CH:14]=[C:13]4[N:15]=[C:16]([C:18]5[CH:23]=[CH:22][CH:21]=[C:20]([F:24])[C:19]=5[F:25])[N:17]=[C:12]4[CH:11]=[N:10]3)=[CH:4][CH:3]=2)=[CH:32][CH:31]=1)[CH2:27][CH2:28][CH3:29]. Given the reactants Cl[C:2]1[N:7]=[N:6][C:5]([CH2:8][N:9]2[CH:14]=[C:13]3[N:15]=[C:16]([C:18]4[CH:23]=[CH:22][CH:21]=[C:20]([F:24])[C:19]=4[F:25])[N:17]=[C:12]3[CH:11]=[N:10]2)=[CH:4][CH:3]=1.[CH2:26]([C:30]1[CH:35]=[CH:34][C:33](B(O)O)=[CH:32][CH:31]=1)[CH2:27][CH2:28][CH3:29], predict the reaction product.